Predict the reactants needed to synthesize the given product. From a dataset of Full USPTO retrosynthesis dataset with 1.9M reactions from patents (1976-2016). Given the product [OH:12][C:11]1[C:10]([N:13]2[CH2:14][CH2:15][O:16][CH2:17][CH2:18]2)=[N:9][N:8]([CH2:19][CH2:20][CH:21]([CH3:22])[CH3:23])[C:7](=[O:24])[C:6]=1[C:4]1[NH:36][S:33](=[O:35])(=[O:34])[C:27]2[CH:28]=[C:29]([I:32])[CH:30]=[CH:31][C:26]=2[N:25]=1, predict the reactants needed to synthesize it. The reactants are: C(O[C:4]([C:6]1[C:7](=[O:24])[N:8]([CH2:19][CH2:20][CH:21]([CH3:23])[CH3:22])[N:9]=[C:10]([N:13]2[CH2:18][CH2:17][O:16][CH2:15][CH2:14]2)[C:11]=1[OH:12])=O)C.[NH2:25][C:26]1[CH:31]=[CH:30][C:29]([I:32])=[CH:28][C:27]=1[S:33]([NH2:36])(=[O:35])=[O:34].